This data is from Catalyst prediction with 721,799 reactions and 888 catalyst types from USPTO. The task is: Predict which catalyst facilitates the given reaction. (1) Reactant: [NH2:1][C:2]([CH:4]1[CH2:9][CH2:8][N:7]([C:10]([O:12][C:13]([CH3:16])([CH3:15])[CH3:14])=[O:11])[CH2:6][CH2:5]1)=[S:3].Br[CH2:18][C:19]([C:21]1[CH:26]=[CH:25][CH:24]=[CH:23][CH:22]=1)=O.C(=O)([O-])[O-].[K+].[K+].CN(C)C=O. Product: [C:21]1([C:19]2[N:1]=[C:2]([CH:4]3[CH2:9][CH2:8][N:7]([C:10]([O:12][C:13]([CH3:16])([CH3:15])[CH3:14])=[O:11])[CH2:6][CH2:5]3)[S:3][CH:18]=2)[CH:26]=[CH:25][CH:24]=[CH:23][CH:22]=1. The catalyst class is: 6. (2) The catalyst class is: 47. Reactant: [N+:1]([C:4]1S[CH:6]=[CH:7][CH:8]=1)([O-])=O.ClS(O)(=O)=O.S(Cl)([O-])(=O)=O.[N+]([C:22]1[CH:26]=[CH:25]S[C:23]=1S(Cl)(=O)=O)([O-])=O.[CH:31](Cl)(Cl)Cl. Product: [NH:1]1[C:31]2[C:6](=[CH:23][CH:22]=[CH:26][CH:25]=2)[CH2:7][CH2:8][CH2:4]1. (3) Reactant: [H-].[Na+:2].[N:3]1[CH:8]=[CH:7][CH:6]=[CH:5][C:4]=1[CH2:9][CH2:10][C:11]#[N:12].[CH:13](OCC)=[O:14]. Product: [C:11](/[C:10](/[CH2:9][C:4]1[CH:5]=[CH:6][CH:7]=[CH:8][N:3]=1)=[CH:13]\[O-:14])#[N:12].[Na+:2]. The catalyst class is: 1. (4) Reactant: C([O:4][C@@H:5]1[C@H:9]([O:10]C(=O)C)[C@@H:8]([C:14]2[O:18][N:17]=[C:16]([Br:19])[CH:15]=2)[O:7][C@H:6]1[N:20]1[CH:28]=[N:27][C:26]2[C:21]1=[N:22][CH:23]=[N:24][C:25]=2[NH:29][C:30]1[CH:35]=[CH:34][C:33]([Cl:36])=[CH:32][C:31]=1[F:37])(=O)C.C(N)(C)(C)C. Product: [Br:19][C:16]1[CH:15]=[C:14]([C@@H:8]2[C@@H:9]([OH:10])[C@@H:5]([OH:4])[C@H:6]([N:20]3[CH:28]=[N:27][C:26]4[C:21]3=[N:22][CH:23]=[N:24][C:25]=4[NH:29][C:30]3[CH:35]=[CH:34][C:33]([Cl:36])=[CH:32][C:31]=3[F:37])[O:7]2)[O:18][N:17]=1. The catalyst class is: 5.